From a dataset of Forward reaction prediction with 1.9M reactions from USPTO patents (1976-2016). Predict the product of the given reaction. (1) Given the reactants [O:1]1[CH:5]=[CH:4][CH:3]=[C:2]1B(O)O.[N+:9]([C:12]1[CH:13]=[C:14]([CH:17]=[CH:18][CH:19]=1)[CH2:15]Br)([O-:11])=[O:10], predict the reaction product. The product is: [N+:9]([C:12]1[CH:13]=[C:14]([CH:17]=[CH:18][CH:19]=1)[CH2:15][C:2]1[O:1][CH:5]=[CH:4][CH:3]=1)([O-:11])=[O:10]. (2) Given the reactants [O:1]=[C:2]1[N:7]([CH2:8][C:9]2[C:14]([F:15])=[CH:13][C:12]([C:16]3[C:17]([C:22]#[N:23])=[CH:18][CH:19]=[CH:20][CH:21]=3)=[CH:11][C:10]=2[F:24])[C:6]2[S:25][C:26]([CH2:28][C:29]([F:32])([F:31])[F:30])=[CH:27][C:5]=2[C:4](=[O:33])[NH:3]1.Br[CH2:35][C:36]([C:38]1[CH:43]=[CH:42][CH:41]=[CH:40][C:39]=1[O:44][CH3:45])=[O:37].CN(C)C=O.[H-].[Na+], predict the reaction product. The product is: [F:24][C:10]1[CH:11]=[C:12]([C:16]2[C:17]([C:22]#[N:23])=[CH:18][CH:19]=[CH:20][CH:21]=2)[CH:13]=[C:14]([F:15])[C:9]=1[CH2:8][N:7]1[C:6]2[S:25][C:26]([CH2:28][C:29]([F:32])([F:31])[F:30])=[CH:27][C:5]=2[C:4](=[O:33])[N:3]([CH2:35][C:36]([C:38]2[CH:43]=[CH:42][CH:41]=[CH:40][C:39]=2[O:44][CH3:45])=[O:37])[C:2]1=[O:1]. (3) Given the reactants [Cl:1][C:2]1[CH:3]=[CH:4][C:5]([C:13]2[CH:18]=[CH:17][CH:16]=[CH:15][CH:14]=2)=[C:6]([CH:12]=1)[C:7]([O:9]CC)=[O:8].O.[OH-].[Li+], predict the reaction product. The product is: [Cl:1][C:2]1[CH:3]=[CH:4][C:5]([C:13]2[CH:14]=[CH:15][CH:16]=[CH:17][CH:18]=2)=[C:6]([CH:12]=1)[C:7]([OH:9])=[O:8].